From a dataset of Reaction yield outcomes from USPTO patents with 853,638 reactions. Predict the reaction yield, written as a fraction of the theoretical maximum amount of product (1.0 means a 100% yield; for example, 0.34 means a 34% yield). (1) The reactants are [CH2:1]([C:3]1[CH:11]=[C:10]([CH2:12][CH3:13])[C:9]([C:14]([O:16][CH3:17])=[O:15])=[CH:8][C:4]=1[C:5]([OH:7])=O)[CH3:2].Cl.[NH:19]1[CH2:24][CH2:23][CH:22]([C:25]2[CH:32]=[CH:31][C:28]([C:29]#[N:30])=[CH:27][CH:26]=2)[CH2:21][CH2:20]1.CCN=C=NCCCN(C)C.Cl. The catalyst is CN(C)C1C=CN=CC=1.CN(C)C=O.C(OCC)(=O)C. The product is [C:29]([C:28]1[CH:27]=[CH:26][C:25]([CH:22]2[CH2:23][CH2:24][N:19]([C:5]([C:4]3[C:3]([CH2:1][CH3:2])=[CH:11][C:10]([CH2:12][CH3:13])=[C:9]([CH:8]=3)[C:14]([O:16][CH3:17])=[O:15])=[O:7])[CH2:20][CH2:21]2)=[CH:32][CH:31]=1)#[N:30]. The yield is 0.600. (2) The reactants are [CH2:1]([O:3][C:4]([C:6]1[C:15](=[O:16])[C:14]2[C:9](=[C:10](Br)[CH:11]=[CH:12][C:13]=2[O:17][CH3:18])[NH:8][CH:7]=1)=[O:5])[CH3:2].C([O-])(=O)C.[Na+]. The catalyst is C(O)(=O)C.[Pd]. The product is [CH2:1]([O:3][C:4]([C:6]1[C:15](=[O:16])[C:14]2[C:9](=[CH:10][CH:11]=[CH:12][C:13]=2[O:17][CH3:18])[NH:8][CH:7]=1)=[O:5])[CH3:2]. The yield is 0.570. (3) The reactants are [C:1]([O:5][C:6]([NH:8][C:9]1[CH:14]=[CH:13][CH:12]=[CH:11][C:10]=1[NH:15][C:16](=[O:29])[C:17]1[CH:22]=[CH:21][C:20]([C:23]2[CH:24]=[N:25][CH:26]=[CH:27][CH:28]=2)=[CH:19][CH:18]=1)=[O:7])([CH3:4])([CH3:3])[CH3:2]. The catalyst is C(O)C.O=[Pt]=O. The product is [C:1]([O:5][C:6]([NH:8][C:9]1[CH:14]=[CH:13][CH:12]=[CH:11][C:10]=1[NH:15][C:16](=[O:29])[C:17]1[CH:18]=[CH:19][C:20]([CH:23]2[CH2:28][CH2:27][CH2:26][NH:25][CH2:24]2)=[CH:21][CH:22]=1)=[O:7])([CH3:4])([CH3:2])[CH3:3]. The yield is 0.940. (4) The reactants are [CH3:1][O:2][C:3]1[CH:20]=[CH:19][C:6]([CH2:7][N:8]2[C:12]3=[N:13][CH:14]=[CH:15][C:16](Cl)=[C:11]3[C:10]([CH3:18])=[N:9]2)=[CH:5][CH:4]=1.[F:21][C:22]1[CH:23]=[C:24]([C:29]2[C:30](=[O:43])[N:31]([CH3:42])[C:32]([NH:35][C:36]3[CH:41]=[CH:40][CH:39]=[CH:38][CH:37]=3)=[N:33][CH:34]=2)[CH:25]=[CH:26][C:27]=1[OH:28].C(=O)([O-])[O-].[K+].[K+].CC(C)([O-])C.[K+].C1COCC1. The catalyst is CN(C=O)C. The product is [F:21][C:22]1[CH:23]=[C:24]([C:29]2[C:30](=[O:43])[N:31]([CH3:42])[C:32]([NH:35][C:36]3[CH:41]=[CH:40][CH:39]=[CH:38][CH:37]=3)=[N:33][CH:34]=2)[CH:25]=[CH:26][C:27]=1[O:28][C:16]1[CH:15]=[CH:14][N:13]=[C:12]2[N:8]([CH2:7][C:6]3[CH:19]=[CH:20][C:3]([O:2][CH3:1])=[CH:4][CH:5]=3)[N:9]=[C:10]([CH3:18])[C:11]=12. The yield is 0.650. (5) The reactants are [C:1]1(C)[CH:6]=[CH:5][C:4]([CH:7]2[CH2:9][CH:8]2[CH:10]=[O:11])=[CH:3][CH:2]=1.Cl([O-])=[O:14].[Na+].P([O-])(O)(O)=O.[Na+].CC(=CC)C. The catalyst is CC(C)=O.O. The product is [C:4]1([C@@H:7]2[CH2:9][C@H:8]2[C:10]([OH:11])=[O:14])[CH:3]=[CH:2][CH:1]=[CH:6][CH:5]=1. The yield is 0.680. (6) No catalyst specified. The reactants are [F:1][C:2]1[CH:7]=[CH:6][C:5]([N:8]2[C:12]([CH2:13][O:14][C:15]3[N:20]=[N:19][C:18]([C:21]([OH:23])=O)=[CH:17][CH:16]=3)=[C:11]([CH3:24])[N:10]=[N:9]2)=[CH:4][CH:3]=1.[NH2:25][N:26]1[CH2:31][CH2:30][O:29][CH2:28][CH2:27]1. The yield is 0.710. The product is [N:26]1([NH:25][C:21]([C:18]2[N:19]=[N:20][C:15]([O:14][CH2:13][C:12]3[N:8]([C:5]4[CH:4]=[CH:3][C:2]([F:1])=[CH:7][CH:6]=4)[N:9]=[N:10][C:11]=3[CH3:24])=[CH:16][CH:17]=2)=[O:23])[CH2:31][CH2:30][O:29][CH2:28][CH2:27]1.